Dataset: Catalyst prediction with 721,799 reactions and 888 catalyst types from USPTO. Task: Predict which catalyst facilitates the given reaction. Reactant: FC(F)(F)S(O[C:7]1[CH:16]=[CH:15][C:14]2[CH2:13][CH2:12][CH:11]([NH:17][C:18](OCC)=[O:19])[CH:10]([CH2:23][C:24]3[CH:29]=[CH:28][C:27](Cl)=[C:26](Cl)[CH:25]=3)[C:9]=2[CH:8]=1)(=O)=O.[CH2:34]([NH:37][S:38]([CH2:41][CH2:42][CH3:43])(=[O:40])=[O:39])[C:35]#[CH:36].[CH2:44](N(CC)CC)C.O. Product: [CH2:23]([CH:10]1[C:9]2[C:14](=[CH:15][CH:16]=[C:7]([C:36]#[C:35][CH2:34][NH:37][S:38]([CH2:41][CH2:42][CH3:43])(=[O:40])=[O:39])[CH:8]=2)[CH2:13][CH2:12][CH:11]1[NH:17][C:18](=[O:19])[CH3:44])[C:24]1[CH:29]=[CH:28][CH:27]=[CH:26][CH:25]=1. The catalyst class is: 185.